This data is from Retrosynthesis with 50K atom-mapped reactions and 10 reaction types from USPTO. The task is: Predict the reactants needed to synthesize the given product. Given the product CCCCC1(C=O)CCC1, predict the reactants needed to synthesize it. The reactants are: CCCCC1(CO)CCC1.